Dataset: Forward reaction prediction with 1.9M reactions from USPTO patents (1976-2016). Task: Predict the product of the given reaction. (1) Given the reactants [CH:1]([N:4]1[C:8]2[CH:9]=[CH:10][CH:11]=[CH:12][C:7]=2[N:6]([CH2:13][C:14]2[N:18]([CH2:19][CH2:20][CH:21]([CH3:23])[CH3:22])[C:17]3[CH:24]=[CH:25][C:26]([CH2:28]OS(C)(=O)=O)=[CH:27][C:16]=3[N:15]=2)[C:5]1=[O:34])([CH3:3])[CH3:2].[C-:35]#[N:36].[K+], predict the reaction product. The product is: [CH:1]([N:4]1[C:8]2[CH:9]=[CH:10][CH:11]=[CH:12][C:7]=2[N:6]([CH2:13][C:14]2[N:18]([CH2:19][CH2:20][CH:21]([CH3:23])[CH3:22])[C:17]3[CH:24]=[CH:25][C:26]([CH2:28][C:35]#[N:36])=[CH:27][C:16]=3[N:15]=2)[C:5]1=[O:34])([CH3:2])[CH3:3]. (2) Given the reactants [CH2:1]([OH:8])[C:2]1[CH:7]=[CH:6][CH:5]=[CH:4][CH:3]=1.[Br:9][C:10]1[CH:19]=[C:18]2[C:13]([CH:14]=[C:15]([Cl:21])[N:16]=[C:17]2Cl)=[CH:12][CH:11]=1, predict the reaction product. The product is: [CH2:1]([O:8][C:17]1[C:18]2[C:13](=[CH:12][CH:11]=[C:10]([Br:9])[CH:19]=2)[CH:14]=[C:15]([Cl:21])[N:16]=1)[C:2]1[CH:7]=[CH:6][CH:5]=[CH:4][CH:3]=1. (3) Given the reactants [N:1]1([C:7]2[CH:8]=[CH:9][C:10]3[N:11]([C:13]([C:16]([F:19])([F:18])[F:17])=[N:14][N:15]=3)[N:12]=2)[CH2:6][CH2:5][NH:4][CH2:3][CH2:2]1.[CH:20]([C:22]1[CH:29]=[CH:28][C:25]([C:26]#[N:27])=[CH:24][CH:23]=1)=O, predict the reaction product. The product is: [F:19][C:16]([F:17])([F:18])[C:13]1[N:11]2[N:12]=[C:7]([N:1]3[CH2:2][CH2:3][N:4]([CH2:20][C:22]4[CH:29]=[CH:28][C:25]([C:26]#[N:27])=[CH:24][CH:23]=4)[CH2:5][CH2:6]3)[CH:8]=[CH:9][C:10]2=[N:15][N:14]=1. (4) Given the reactants [C:1]([OH:6])(=[O:5])[C:2]([OH:4])=[O:3].Br[C:8]1[CH:9]=[C:10]([CH:26]=[CH:27][CH:28]=1)[CH2:11][CH:12]1[C:21]2[C:16](=[CH:17][C:18]([O:24][CH3:25])=[C:19]([O:22][CH3:23])[CH:20]=2)[CH2:15][CH2:14][NH:13]1.[OH-].[Na+].[C:31]1(B(O)O)[CH:36]=[CH:35][CH:34]=[CH:33][CH:32]=1.C1C=CC(P(C2C=CC=CC=2)C2C=CC=CC=2)=CC=1.C([O-])([O-])=O.[Na+].[Na+].O.O.C(O)(=O)C(O)=O, predict the reaction product. The product is: [C:1]([OH:6])(=[O:5])[C:2]([OH:4])=[O:3].[C:8]1([C:31]2[CH:36]=[CH:35][CH:34]=[CH:33][CH:32]=2)[CH:28]=[CH:27][CH:26]=[C:10]([CH2:11][CH:12]2[C:21]3[C:16](=[CH:17][C:18]([O:24][CH3:25])=[C:19]([O:22][CH3:23])[CH:20]=3)[CH2:15][CH2:14][NH:13]2)[CH:9]=1. (5) Given the reactants [CH3:1][N:2]=[C:3]=[S:4].[Cl:5][C:6]1[CH:11]=[CH:10][C:9]([S:12]([NH:15][CH:16]([C:20]([NH:22][NH2:23])=[O:21])[CH2:17][CH2:18][CH3:19])(=[O:14])=[O:13])=[CH:8][CH:7]=1, predict the reaction product. The product is: [Cl:5][C:6]1[CH:7]=[CH:8][C:9]([S:12]([NH:15][CH:16]([CH2:17][CH2:18][CH3:19])[C:20]([NH:22][NH:23][C:3](=[S:4])[NH:2][CH3:1])=[O:21])(=[O:14])=[O:13])=[CH:10][CH:11]=1. (6) Given the reactants [CH3:1][O:2][CH2:3][NH:4][C:5]([C:7]1[CH:8]=[C:9]2[C:14](=[CH:15][CH:16]=1)[N:13]=[CH:12][N:11]=[C:10]2Cl)=[O:6].[C:18]1([S:24]([C:27]2[CH:32]=[CH:31][C:30]([NH2:33])=[CH:29][CH:28]=2)(=[O:26])=[O:25])[CH:23]=[CH:22][CH:21]=[CH:20][CH:19]=1.C(=O)([O-])[O-].[Cs+].[Cs+], predict the reaction product. The product is: [CH3:1][O:2][CH2:3][NH:4][C:5]([C:7]1[CH:8]=[C:9]2[C:14](=[CH:15][CH:16]=1)[N:13]=[CH:12][N:11]=[C:10]2[NH:33][C:30]1[CH:29]=[CH:28][C:27]([S:24]([C:18]2[CH:23]=[CH:22][CH:21]=[CH:20][CH:19]=2)(=[O:26])=[O:25])=[CH:32][CH:31]=1)=[O:6]. (7) Given the reactants C(Cl)(=[O:8])C1C=CC=CC=1.[CH3:10][CH2:11][CH2:12][CH2:13][CH2:14][CH2:15][CH2:16][CH2:17][CH2:18][CH2:19][CH2:20][CH3:21], predict the reaction product. The product is: [CH3:21][CH2:20][CH2:19][CH2:18][CH2:17][CH2:16][CH2:15][CH2:14][CH2:13][CH2:12][CH2:11][CH3:10].[C:21]1([OH:8])[CH:20]=[CH:19][CH:18]=[CH:17][CH:16]=1. (8) Given the reactants [CH:1]1([CH2:5][O:6][C:7]2[N:8]=[CH:9][C:10]([C:13]([O:15]CC)=[O:14])=[N:11][CH:12]=2)[CH2:4][CH2:3][CH2:2]1.[OH-].[Na+], predict the reaction product. The product is: [CH:1]1([CH2:5][O:6][C:7]2[N:8]=[CH:9][C:10]([C:13]([OH:15])=[O:14])=[N:11][CH:12]=2)[CH2:2][CH2:3][CH2:4]1. (9) Given the reactants [CH3:1][S:2][C:3](=S)[C:4]1[CH:9]=[CH:8][CH:7]=[CH:6][CH:5]=1.[C:11]([NH-:13])#[N:12].C[O-].[K+].[C:17]([O:21][C:22](=[O:25])CBr)([CH3:20])([CH3:19])[CH3:18], predict the reaction product. The product is: [C:17]([O:21][C:22]([C:1]1[S:2][C:3]([C:4]2[CH:9]=[CH:8][CH:7]=[CH:6][CH:5]=2)=[N:12][C:11]=1[NH2:13])=[O:25])([CH3:20])([CH3:19])[CH3:18].